This data is from Reaction yield outcomes from USPTO patents with 853,638 reactions. The task is: Predict the reaction yield, written as a fraction of the theoretical maximum amount of product (1.0 means a 100% yield; for example, 0.34 means a 34% yield). (1) The product is [O:29]=[C:25]1[CH2:24][C:23]2[C:27](=[CH:28][C:20]([C:18]([C:17]3[CH:16]=[C:15]([NH:14][C:7]([C:3]4[S:4][CH:5]=[CH:6][C:2]=4[CH3:1])=[O:9])[CH:32]=[CH:31][CH:30]=3)=[O:19])=[CH:21][CH:22]=2)[NH:26]1. The catalyst is C1COCC1. The reactants are [CH3:1][C:2]1[CH:6]=[CH:5][S:4][C:3]=1[C:7]([OH:9])=O.S(Cl)(Cl)=O.[NH2:14][C:15]1[CH:16]=[C:17]([CH:30]=[CH:31][CH:32]=1)[C:18]([C:20]1[CH:28]=[C:27]2[C:23]([CH2:24][C:25](=[O:29])[NH:26]2)=[CH:22][CH:21]=1)=[O:19]. The yield is 0.710. (2) The reactants are CN(C(ON1N=NC2C=CC=NC1=2)=[N+](C)C)C.F[P-](F)(F)(F)(F)F.[NH2:25][C:26]1[C:27]([C:36]([OH:38])=O)=[CH:28][C:29]2[C:34]([CH:35]=1)=[CH:33][CH:32]=[CH:31][CH:30]=2.FC(F)(F)C(O)=O.[NH2:46][C@H:47]([C:54]([O:56][CH2:57][C:58]1[CH:63]=[CH:62][CH:61]=[CH:60][CH:59]=1)=[O:55])[CH2:48][C:49]([O:51][CH2:52][CH3:53])=[O:50].C(N(CC)C(C)C)(C)C.C([O-])(O)=O.[Na+]. The catalyst is CN(C=O)C.C(OCC)(=O)C. The product is [NH2:25][C:26]1[C:27]([C:36]([NH:46][C@H:47]([C:54]([O:56][CH2:57][C:58]2[CH:59]=[CH:60][CH:61]=[CH:62][CH:63]=2)=[O:55])[CH2:48][C:49]([O:51][CH2:52][CH3:53])=[O:50])=[O:38])=[CH:28][C:29]2[C:34]([CH:35]=1)=[CH:33][CH:32]=[CH:31][CH:30]=2. The yield is 0.920. (3) The reactants are [CH:1]1([NH:6][C:7]2[N:12]=[C:11]([O:13]C)[C:10]([C:15]3[CH:20]=[CH:19][C:18]([O:21][C:22]4[CH:27]=[CH:26][N:25]=[C:24]([C:28]5[CH:29]=[N:30][N:31]([CH3:33])[CH:32]=5)[CH:23]=4)=[C:17]([CH3:34])[N:16]=3)=[CH:9][N:8]=2)[CH2:5][CH2:4][CH2:3][CH2:2]1.Br. The catalyst is C(O)(=O)C. The product is [CH:1]1([NH:6][C:7]2[NH:12][C:11](=[O:13])[C:10]([C:15]3[CH:20]=[CH:19][C:18]([O:21][C:22]4[CH:27]=[CH:26][N:25]=[C:24]([C:28]5[CH:29]=[N:30][N:31]([CH3:33])[CH:32]=5)[CH:23]=4)=[C:17]([CH3:34])[N:16]=3)=[CH:9][N:8]=2)[CH2:2][CH2:3][CH2:4][CH2:5]1. The yield is 0.700. (4) The reactants are [N+:1]([C:4]1[CH:15]=[CH:14][C:7]2[NH:8][C:9](=[O:13])[O:10][C:11](=[O:12])[C:6]=2[CH:5]=1)([O-:3])=[O:2].C1(P(C2C=CC=CC=2)C2C=CC=CC=2)C=CC=CC=1.[CH3:35][C:36]([CH3:41])([CH3:40])[CH2:37][CH2:38]O.N(C(OCC)=O)=NC(OCC)=O. The catalyst is C(Cl)(Cl)Cl. The product is [CH3:35][C:36]([CH3:41])([CH3:40])[CH2:37][CH2:38][N:8]1[C:7]2[CH:14]=[CH:15][C:4]([N+:1]([O-:3])=[O:2])=[CH:5][C:6]=2[C:11](=[O:12])[O:10][C:9]1=[O:13]. The yield is 0.174. (5) The reactants are [C:1]([C:5]1[C:6]2[CH:12]([C:13]3[CH:18]=[CH:17][CH:16]=[CH:15][C:14]=3[O:19][CH3:20])[N:11]([C:21]3[CH:26]=[CH:25][C:24]([C:27]4[O:31][N:30]=[C:29]([C:32]([O:34]CC)=[O:33])[CH:28]=4)=[CH:23][CH:22]=3)[C:10](=[O:37])[C:7]=2[NH:8][N:9]=1)([CH3:4])([CH3:3])[CH3:2].CO.[OH-].[Na+].Cl. The catalyst is O.C1COCC1. The yield is 0.710. The product is [C:1]([C:5]1[C:6]2[CH:12]([C:13]3[CH:18]=[CH:17][CH:16]=[CH:15][C:14]=3[O:19][CH3:20])[N:11]([C:21]3[CH:26]=[CH:25][C:24]([C:27]4[O:31][N:30]=[C:29]([C:32]([OH:34])=[O:33])[CH:28]=4)=[CH:23][CH:22]=3)[C:10](=[O:37])[C:7]=2[NH:8][N:9]=1)([CH3:4])([CH3:2])[CH3:3]. (6) The reactants are F.F.F.C(N(CC)CC)C.C(N(CC)CC)C.[Si]([O:35][CH2:36][C@H:37]1[O:41][C@@H:40]([N:42]2[CH:49]=[C:48]([CH3:50])[C:46](=[O:47])[NH:45][C:43]2=[O:44])[C@H:39]([O:51][CH2:52][CH2:53][O:54][N:55]([CH3:57])[CH3:56])[C@@H:38]1[OH:58])(C(C)(C)C)(C1C=CC=CC=1)C1C=CC=CC=1.CO. The catalyst is C1COCC1.C(Cl)Cl. The product is [CH3:56][N:55]([CH3:57])[O:54][CH2:53][CH2:52][O:51][C@@H:39]1[C@H:38]([OH:58])[C@@H:37]([CH2:36][OH:35])[O:41][C@H:40]1[N:42]1[CH:49]=[C:48]([CH3:50])[C:46](=[O:47])[NH:45][C:43]1=[O:44]. The yield is 0.925. (7) The reactants are ClC(Cl)(O[C:5](=[O:11])OC(Cl)(Cl)Cl)Cl.[CH:13]1([N:16]2[C:20]3[N:21]=[C:22]([C:31]4[CH:37]=[CH:36][C:34]([NH2:35])=[CH:33][CH:32]=4)[N:23]=[C:24]([N:25]4[CH2:30][CH2:29][O:28][CH2:27][CH2:26]4)[C:19]=3[N:18]=[N:17]2)[CH2:15][CH2:14]1.[N:38]1[CH:43]=[CH:42][C:41]([NH2:44])=[CH:40][CH:39]=1.CCN(CC)CC. The catalyst is C(Cl)Cl. The product is [CH:13]1([N:16]2[C:20]3[N:21]=[C:22]([C:31]4[CH:37]=[CH:36][C:34]([NH:35][C:5]([NH:44][C:41]5[CH:42]=[CH:43][N:38]=[CH:39][CH:40]=5)=[O:11])=[CH:33][CH:32]=4)[N:23]=[C:24]([N:25]4[CH2:30][CH2:29][O:28][CH2:27][CH2:26]4)[C:19]=3[N:18]=[N:17]2)[CH2:15][CH2:14]1. The yield is 0.590. (8) The reactants are [Cl:1][C:2]1[CH:7]=[C:6](/[CH:8]=[CH:9]/[CH:10]([C:15]2[CH:20]=[C:19]([Cl:21])[CH:18]=[C:17]([Cl:22])[CH:16]=2)[C:11]([F:14])([F:13])[F:12])[CH:5]=[CH:4][C:3]=1[CH2:23][NH2:24].[CH2:25]([N:27]=[C:28]=[O:29])[CH3:26]. The catalyst is C(Cl)Cl. The product is [Cl:1][C:2]1[CH:7]=[C:6](/[CH:8]=[CH:9]/[CH:10]([C:15]2[CH:16]=[C:17]([Cl:22])[CH:18]=[C:19]([Cl:21])[CH:20]=2)[C:11]([F:13])([F:14])[F:12])[CH:5]=[CH:4][C:3]=1[CH2:23][NH:24][C:28]([NH:27][CH2:25][CH3:26])=[O:29]. The yield is 0.600. (9) The reactants are C[O:2][C:3](=[O:24])[CH:4]([C:11]1[CH:16]=[CH:15][C:14]([S:17]([C:20]([F:23])([F:22])[F:21])(=[O:19])=[O:18])=[CH:13][CH:12]=1)[CH2:5][CH:6]1[CH2:10][CH2:9][CH2:8][CH2:7]1.[OH-].[Li+]. The catalyst is O1CCCC1. The product is [CH:6]1([CH2:5][CH:4]([C:11]2[CH:12]=[CH:13][C:14]([S:17]([C:20]([F:23])([F:21])[F:22])(=[O:19])=[O:18])=[CH:15][CH:16]=2)[C:3]([OH:24])=[O:2])[CH2:10][CH2:9][CH2:8][CH2:7]1. The yield is 0.770.